Dataset: Forward reaction prediction with 1.9M reactions from USPTO patents (1976-2016). Task: Predict the product of the given reaction. (1) Given the reactants [CH3:1][O:2][C:3]1[CH:8]=[CH:7][C:6]([C:9]2[O:13][N:12]=[CH:11][C:10]=2[C:14]([OH:16])=O)=[CH:5][CH:4]=1.[CH2:17]([NH:19][CH2:20][C:21]1[CH:26]=[CH:25][CH:24]=[CH:23][CH:22]=1)[CH3:18].CCCP1(OP(CCC)(=O)OP(CCC)(=O)O1)=O, predict the reaction product. The product is: [CH2:20]([N:19]([CH2:17][CH3:18])[C:14]([C:10]1[CH:11]=[N:12][O:13][C:9]=1[C:6]1[CH:5]=[CH:4][C:3]([O:2][CH3:1])=[CH:8][CH:7]=1)=[O:16])[C:21]1[CH:26]=[CH:25][CH:24]=[CH:23][CH:22]=1. (2) Given the reactants [F:1][C:2]1[CH:3]=[C:4]([CH2:9][C:10]([OH:12])=O)[CH:5]=[C:6]([F:8])[CH:7]=1.Cl.N[C@H](C([NH:19][CH:20]1[C:26](=[O:27])[N:25]([C:28]2[CH:33]=[CH:32][CH:31]=[CH:30][CH:29]=2)[C:24]2[CH:34]=[CH:35][CH:36]=[CH:37][C:23]=2[N:22]([C:38]2[CH:43]=[CH:42][CH:41]=[CH:40][CH:39]=2)[C:21]1=[O:44])=O)C, predict the reaction product. The product is: [F:8][C:6]1[CH:5]=[C:4]([CH2:9][C:10]([NH:19][C@H:20]([C:26]([C:20]2([NH2:19])[C:21](=[O:44])[N:22]([C:38]3[CH:39]=[CH:40][CH:41]=[CH:42][CH:43]=3)[C:23]3[CH:37]=[CH:36][CH:35]=[CH:34][C:24]=3[N:25]([C:28]3[CH:33]=[CH:32][CH:31]=[CH:30][CH:29]=3)[C:26]2=[O:27])=[O:27])[CH3:21])=[O:12])[CH:3]=[C:2]([F:1])[CH:7]=1.